Task: Predict the reactants needed to synthesize the given product.. Dataset: Full USPTO retrosynthesis dataset with 1.9M reactions from patents (1976-2016) (1) Given the product [CH3:27][O:28][C:29]1[CH:30]=[C:31]([C:32]([C:34]2[CH:39]=[CH:38][C:37]([N+:40]([O-:42])=[O:41])=[CH:36][CH:35]=2)=[CH:56][C:57]#[N:58])[CH:43]=[CH:44][C:45]=1[O:46][CH3:47], predict the reactants needed to synthesize it. The reactants are: COC1C=C(C(C2C=CC(OC)=C(OC)C=2)=CC(OC)=O)C=CC=1OC.[CH3:27][O:28][C:29]1[CH:30]=[C:31]([CH:43]=[CH:44][C:45]=1[O:46][CH3:47])[C:32]([C:34]1[CH:39]=[CH:38][C:37]([N+:40]([O-:42])=[O:41])=[CH:36][CH:35]=1)=O.C(OP([CH2:56][C:57]#[N:58])(=O)OCC)C.C[Si](C)(C)[N-][Si](C)(C)C.[Li+]. (2) Given the product [Cl:26][C:27]1[C:32]([C:2]2[S:6][C:5]([CH2:7][N:8]([CH3:16])[C:9](=[O:15])[O:10][C:11]([CH3:14])([CH3:13])[CH3:12])=[CH:4][C:3]=2[S:17]([C:20]2[CH:21]=[N:22][CH:23]=[CH:24][CH:25]=2)(=[O:19])=[O:18])=[CH:31][CH:30]=[CH:29][N:28]=1, predict the reactants needed to synthesize it. The reactants are: Br[C:2]1[S:6][C:5]([CH2:7][N:8]([CH3:16])[C:9](=[O:15])[O:10][C:11]([CH3:14])([CH3:13])[CH3:12])=[CH:4][C:3]=1[S:17]([C:20]1[CH:21]=[N:22][CH:23]=[CH:24][CH:25]=1)(=[O:19])=[O:18].[Cl:26][C:27]1[C:32](B(O)O)=[CH:31][CH:30]=[CH:29][N:28]=1.C(=O)([O-])[O-].[Na+].[Na+].COCCOC.